Regression. Given a peptide amino acid sequence and an MHC pseudo amino acid sequence, predict their binding affinity value. This is MHC class II binding data. From a dataset of Peptide-MHC class II binding affinity with 134,281 pairs from IEDB. The peptide sequence is VHAVKPVTEEPGMAK. The MHC is DRB1_0101 with pseudo-sequence DRB1_0101. The binding affinity (normalized) is 0.309.